This data is from Full USPTO retrosynthesis dataset with 1.9M reactions from patents (1976-2016). The task is: Predict the reactants needed to synthesize the given product. (1) Given the product [OH:26][CH2:25][C:24]1[S:14][C:12]([C:9]2[NH:10][C:11]3[C:7]([CH:8]=2)=[CH:6][CH:5]=[CH:4][C:3]=3[N:2]([CH3:1])[S:15]([C:18]2[S:19][CH:20]=[CH:21][CH:22]=2)(=[O:17])=[O:16])=[N:13][CH:27]=1, predict the reactants needed to synthesize it. The reactants are: [CH3:1][N:2]([S:15]([C:18]1[S:19][CH:20]=[CH:21][CH:22]=1)(=[O:17])=[O:16])[C:3]1[CH:4]=[CH:5][CH:6]=[C:7]2[C:11]=1[NH:10][C:9]([C:12](=[S:14])[NH2:13])=[CH:8]2.Br[CH:24]([CH:27]=O)[CH:25]=[O:26].CN(C)C(=O)C. (2) Given the product [I:9][C:10]1[CH:18]=[CH:17][C:13]([C:14]([N:5]2[CH2:6][CH2:7][CH:3]([N:2]([CH3:8])[CH3:1])[CH2:4]2)=[O:15])=[CH:12][CH:11]=1, predict the reactants needed to synthesize it. The reactants are: [CH3:1][N:2]([CH3:8])[CH:3]1[CH2:7][CH2:6][NH:5][CH2:4]1.[I:9][C:10]1[CH:18]=[CH:17][C:13]([C:14](Cl)=[O:15])=[CH:12][CH:11]=1. (3) The reactants are: Cl[C:2]1[C:7]([Cl:8])=[CH:6][C:5]([N+:9]([O-:11])=[O:10])=[CH:4][N:3]=1.[NH:12]1[CH2:17][CH2:16][CH:15]([CH2:18][CH2:19][OH:20])[CH2:14][CH2:13]1.C(N(CC)CC)C. Given the product [Cl:8][C:7]1[C:2]([N:12]2[CH2:17][CH2:16][CH:15]([CH2:18][CH2:19][OH:20])[CH2:14][CH2:13]2)=[N:3][CH:4]=[C:5]([N+:9]([O-:11])=[O:10])[CH:6]=1, predict the reactants needed to synthesize it. (4) Given the product [CH3:27][O:26][C:24]([NH:1][CH2:2][C@H:3]1[O:8][CH2:7][CH2:6][N:5]([C:9]([O:11][C:12]([CH3:15])([CH3:14])[CH3:13])=[O:10])[CH2:4]1)=[O:25], predict the reactants needed to synthesize it. The reactants are: [NH2:1][CH2:2][C@H:3]1[O:8][CH2:7][CH2:6][N:5]([C:9]([O:11][C:12]([CH3:15])([CH3:14])[CH3:13])=[O:10])[CH2:4]1.C(N(CC)CC)C.Cl[C:24]([O:26][CH3:27])=[O:25]. (5) Given the product [CH2:1]([O:8][C:9]([NH:11][C:12]1[C:13]([CH3:46])=[C:14]([C:18]2[C:30]3[C:29]4[C:24](=[CH:25][C:26]([NH:31][C:32]([O:34][CH2:35][CH2:36][Si:37]([CH3:38])([CH3:39])[CH3:40])=[O:33])=[CH:27][CH:28]=4)[NH:23][C:22]=3[C:21]([C:41]([OH:43])=[O:42])=[N:20][CH:19]=2)[CH:15]=[CH:16][CH:17]=1)=[O:10])[C:2]1[CH:7]=[CH:6][CH:5]=[CH:4][CH:3]=1, predict the reactants needed to synthesize it. The reactants are: [CH2:1]([O:8][C:9]([NH:11][C:12]1[C:13]([CH3:46])=[C:14]([C:18]2[C:30]3[C:29]4[C:24](=[CH:25][C:26]([NH:31][C:32]([O:34][CH2:35][CH2:36][Si:37]([CH3:40])([CH3:39])[CH3:38])=[O:33])=[CH:27][CH:28]=4)[NH:23][C:22]=3[C:21]([C:41]([O:43]CC)=[O:42])=[N:20][CH:19]=2)[CH:15]=[CH:16][CH:17]=1)=[O:10])[C:2]1[CH:7]=[CH:6][CH:5]=[CH:4][CH:3]=1.O.[OH-].[Li+]. (6) Given the product [C:5]1([O:4][C:2]([NH:11][C:12]2[CH:13]=[C:14]3[C:18](=[CH:19][CH:20]=2)[N:17]([CH2:21][C:22]2[C:27]([Cl:28])=[CH:26][CH:25]=[CH:24][C:23]=2[Cl:29])[CH:16]=[CH:15]3)=[O:3])[CH:10]=[CH:9][CH:8]=[CH:7][CH:6]=1, predict the reactants needed to synthesize it. The reactants are: Cl[C:2]([O:4][C:5]1[CH:10]=[CH:9][CH:8]=[CH:7][CH:6]=1)=[O:3].[NH2:11][C:12]1[CH:13]=[C:14]2[C:18](=[CH:19][CH:20]=1)[N:17]([CH2:21][C:22]1[C:27]([Cl:28])=[CH:26][CH:25]=[CH:24][C:23]=1[Cl:29])[CH:16]=[CH:15]2.CN(C)C1C=CC=CC=1.